Task: Predict the reaction yield, written as a fraction of the theoretical maximum amount of product (1.0 means a 100% yield; for example, 0.34 means a 34% yield).. Dataset: Reaction yield outcomes from USPTO patents with 853,638 reactions (1) The reactants are II.Br[CH2:4][CH2:5][CH2:6][O:7][CH3:8].Br[C:10]1[CH:15]=[C:14]([CH:16]([O:19][CH3:20])[O:17][CH3:18])[C:13]([Cl:21])=[CH:12][N:11]=1.CCOC(C)=O. The catalyst is C1COCC1.Cl[Ni]1(Cl)[P](C2C=CC=CC=2)(C2C=CC=CC=2)CCC[P]1(C1C=CC=CC=1)C1C=CC=CC=1. The product is [Cl:21][C:13]1[C:14]([CH:16]([O:19][CH3:20])[O:17][CH3:18])=[CH:15][C:10]([CH2:4][CH2:5][CH2:6][O:7][CH3:8])=[N:11][CH:12]=1. The yield is 0.620. (2) The reactants are Cl[C:2]1[N:7]=[C:6]([C:8]2[CH:13]=[CH:12][C:11]([N:14]([CH2:19][C:20]#[N:21])[S:15]([CH3:18])(=[O:17])=[O:16])=[CH:10][CH:9]=2)[CH:5]=[CH:4][N:3]=1.[NH2:22][C:23]1[CH:24]=[CH:25][C:26]([N:32]2[CH2:37][CH2:36][O:35][CH2:34][CH2:33]2)=[C:27]([CH:31]=1)[C:28]([OH:30])=[O:29].O.C1(C)C=CC(S(O)(=O)=O)=CC=1. The catalyst is O1CCOCC1. The product is [C:20]([CH2:19][N:14]([C:11]1[CH:12]=[CH:13][C:8]([C:6]2[CH:5]=[CH:4][N:3]=[C:2]([NH:22][C:23]3[CH:24]=[CH:25][C:26]([N:32]4[CH2:33][CH2:34][O:35][CH2:36][CH2:37]4)=[C:27]([CH:31]=3)[C:28]([OH:30])=[O:29])[N:7]=2)=[CH:9][CH:10]=1)[S:15]([CH3:18])(=[O:17])=[O:16])#[N:21]. The yield is 0.370. (3) The reactants are [CH3:1][N:2]1[CH2:7][CH2:6][CH:5]([NH:8][CH2:9][C:10]2[CH:15]=[C:14]([F:16])[CH:13]=[C:12](Br)[CH:11]=2)[CH2:4][CH2:3]1.C(=[NH:31])(C1C=CC=CC=1)C1C=CC=CC=1.CC(C)([O-])C.[Na+].C1(C)C=CC=CC=1. The catalyst is C(OCC)(=O)C.C1C=CC(/C=C/C(/C=C/C2C=CC=CC=2)=O)=CC=1.C1C=CC(/C=C/C(/C=C/C2C=CC=CC=2)=O)=CC=1.C1C=CC(/C=C/C(/C=C/C2C=CC=CC=2)=O)=CC=1.[Pd].[Pd].C1(P(C2C=CC=CC=2)C2C=CC3C(=CC=CC=3)C=2C2C3C(=CC=CC=3)C=CC=2P(C2C=CC=CC=2)C2C=CC=CC=2)C=CC=CC=1. The product is [CH3:1][N:2]1[CH2:7][CH2:6][CH:5]([NH:8][CH2:9][C:10]2[CH:15]=[C:14]([F:16])[CH:13]=[C:12]([NH2:31])[CH:11]=2)[CH2:4][CH2:3]1. The yield is 0.860. (4) The reactants are Cl[C:2](OC(Cl)(Cl)Cl)=[O:3].[NH2:9][C:10]1[CH:18]=[CH:17][C:16]([F:19])=[CH:15][C:11]=1[C:12]([OH:14])=[O:13]. The catalyst is O1CCOCC1. The product is [F:19][C:16]1[CH:17]=[CH:18][C:10]2[NH:9][C:2](=[O:3])[O:13][C:12](=[O:14])[C:11]=2[CH:15]=1. The yield is 0.960. (5) The reactants are [CH2:1]([SH:4])[CH2:2][SH:3].B(F)(F)F.CCOCC.[C:14]([O:17][CH2:18][CH2:19][C:20]([C:22]1[CH:27]=[CH:26][C:25]([F:28])=[CH:24][CH:23]=1)=O)(=[O:16])[CH3:15].CCCCCC.CC(=O)OCC. The yield is 0.660. The catalyst is C(Cl)Cl. The product is [C:14]([O:17][CH2:18][CH2:19][C:20]1([C:22]2[CH:23]=[CH:24][C:25]([F:28])=[CH:26][CH:27]=2)[S:4][CH2:1][CH2:2][S:3]1)(=[O:16])[CH3:15]. (6) The reactants are CC1C=CC(Br)=NC=1.BrN1C(=O)CCC1=O.CC(N=NC(C#N)(C)C)(C#N)C.[Br:29][C:30]1[CH:35]=[CH:34][C:33]([CH:36](Br)[Br:37])=[CH:32][N:31]=1. The catalyst is C(Cl)(Cl)(Cl)Cl. The product is [Br:29][C:30]1[CH:35]=[CH:34][C:33]([CH2:36][Br:37])=[CH:32][N:31]=1. The yield is 0.430.